Dataset: Forward reaction prediction with 1.9M reactions from USPTO patents (1976-2016). Task: Predict the product of the given reaction. (1) The product is: [CH3:1][O:2][C:3](=[O:17])[CH:4]([NH:16][C:33]([O:35][C:36]([CH3:39])([CH3:38])[CH3:37])=[O:34])[CH2:5][C:6]([O:8][CH2:9][C:10]1[CH:15]=[CH:14][CH:13]=[CH:12][CH:11]=1)=[O:7]. Given the reactants [CH3:1][O:2][C:3](=[O:17])[C@@H:4]([NH2:16])[CH2:5][C:6]([O:8][CH2:9][C:10]1[CH:15]=[CH:14][CH:13]=[CH:12][CH:11]=1)=[O:7].C(OC(=O)CC(N[C:33]([O:35][C:36]([CH3:39])([CH3:38])[CH3:37])=[O:34])C(O)=O)C1C=CC=CC=1.C1(C)C=CC=CC=1.C[Si](C=[N+]=[N-])(C)C, predict the reaction product. (2) Given the reactants [Cl:1][C:2]1[N:7]=[C:6](Cl)[CH:5]=[CH:4][N:3]=1.[CH:9]1([CH:13]([N:17]2[CH:21]=[C:20](B3OC(C)(C)C(C)(C)O3)[CH:19]=[N:18]2)[CH2:14][C:15]#[N:16])[CH2:12][CH2:11][CH2:10]1.P([O-])([O-])([O-])=O.[K+].[K+].[K+], predict the reaction product. The product is: [Cl:1][C:2]1[N:7]=[C:6]([C:20]2[CH:19]=[N:18][N:17]([CH:13]([CH:9]3[CH2:12][CH2:11][CH2:10]3)[CH2:14][C:15]#[N:16])[CH:21]=2)[CH:5]=[CH:4][N:3]=1. (3) The product is: [CH3:17][Si:7]([CH3:18])([CH:33]1[C:34]2[C:39](=[CH:38][CH:37]=[CH:36][CH:35]=2)[C:31]([C:22]2[CH:23]=[CH:24][C:25]3[C:30](=[CH:29][CH:28]=[CH:27][CH:26]=3)[CH:21]=2)=[CH:32]1)[CH:8]1[C:12]([CH3:13])=[C:11]([CH3:14])[C:10]([CH3:15])=[C:9]1[CH3:16]. Given the reactants FC(F)(F)S(O[Si:7]([CH3:18])([CH3:17])[CH:8]1[C:12]([CH3:13])=[C:11]([CH3:14])[C:10]([CH3:15])=[C:9]1[CH3:16])(=O)=O.[CH:21]1[C:30]2[C:25](=[CH:26][CH:27]=[CH:28][CH:29]=2)[CH:24]=[CH:23][C:22]=1[C-:31]1[C:39]2[C:34](=[CH:35][CH:36]=[CH:37][CH:38]=2)[CH:33]=[CH:32]1.[Li+], predict the reaction product. (4) Given the reactants C[O:2][C:3](=O)[C@@H:4]([NH:9][C:10](=[O:24])[C:11]1[CH:16]=[CH:15][C:14]([C:17]#[C:18]/[CH:19]=[CH:20]/[CH:21]2[CH2:23][CH2:22]2)=[CH:13][CH:12]=1)[C:5]([OH:8])([CH3:7])[CH3:6].[NH2:26][OH:27], predict the reaction product. The product is: [CH:21]1(/[CH:20]=[CH:19]/[C:18]#[C:17][C:14]2[CH:15]=[CH:16][C:11]([C:10]([NH:9][C@H:4]([C:3](=[O:2])[NH:26][OH:27])[C:5]([OH:8])([CH3:7])[CH3:6])=[O:24])=[CH:12][CH:13]=2)[CH2:23][CH2:22]1. (5) Given the reactants [Br:1][C:2]1[CH:7]=[CH:6][CH:5]=[C:4]([Br:8])[CH:3]=1.[NH:9]1[CH:13]=[CH:12][N:11]=[N:10]1.C(=O)([O-])[O-].[Cs+].[Cs+], predict the reaction product. The product is: [Br:8][C:4]1[CH:3]=[C:2]([N:10]2[N:11]=[CH:12][CH:13]=[N:9]2)[CH:7]=[CH:6][CH:5]=1.[Br:1][C:2]1[CH:3]=[C:4]([N:9]2[CH:13]=[CH:12][N:11]=[N:10]2)[CH:5]=[CH:6][CH:7]=1. (6) Given the reactants Br[C:2]1[CH:7]=[CH:6][C:5]([C:8]2[CH:9]=[CH:10][C:11]3C4C([C:18]5[C:23]=3[C:22]=2[CH:21]=[CH:20][CH:19]=5)=CC=CC=4)=[CH:4][CH:3]=1.C([Li])CCC.[B:29](OC(C)C)([O:34]C(C)C)[O:30]C(C)C.Cl.[CH3:43][CH2:44][CH2:45][CH2:46][CH2:47][CH3:48], predict the reaction product. The product is: [CH:20]1[C:21]2=[C:22]3[C:8]([C:5]4[C:6]2=[CH:7][CH:2]=[CH:3][CH:4]=4)=[CH:9][CH:10]=[CH:11][C:23]3=[C:18]([C:45]2[CH:44]=[CH:43][C:48]([B:29]([OH:34])[OH:30])=[CH:47][CH:46]=2)[CH:19]=1. (7) Given the reactants [Cl:1][C:2]1[S:3][C:4]([C:10]([O:12][CH2:13][CH3:14])=[O:11])=[C:5]([C:7](Cl)=[O:8])[N:6]=1.N1C(C)=CC=CC=1C.[C:23]([NH:26][NH2:27])(=[O:25])[CH3:24], predict the reaction product. The product is: [C:23]([NH:26][NH:27][C:7]([C:5]1[N:6]=[C:2]([Cl:1])[S:3][C:4]=1[C:10]([O:12][CH2:13][CH3:14])=[O:11])=[O:8])(=[O:25])[CH3:24]. (8) Given the reactants [CH2:1]([O:8][C:9]1[C:10]([F:33])=[C:11]([CH:16]([C:18]2[C:26]3[C:21](=[N:22][CH:23]=[C:24]([C:27]4[CH:28]=[N:29][CH:30]=[CH:31][CH:32]=4)[CH:25]=3)[NH:20][CH:19]=2)[OH:17])[C:12]([F:15])=[CH:13][CH:14]=1)[C:2]1[CH:7]=[CH:6][CH:5]=[CH:4][CH:3]=1.CC(OI1(OC(C)=O)(OC(C)=O)OC(=O)C2C=CC=CC1=2)=O, predict the reaction product. The product is: [CH2:1]([O:8][C:9]1[C:10]([F:33])=[C:11]([C:16]([C:18]2[C:26]3[C:21](=[N:22][CH:23]=[C:24]([C:27]4[CH:28]=[N:29][CH:30]=[CH:31][CH:32]=4)[CH:25]=3)[NH:20][CH:19]=2)=[O:17])[C:12]([F:15])=[CH:13][CH:14]=1)[C:2]1[CH:7]=[CH:6][CH:5]=[CH:4][CH:3]=1. (9) Given the reactants [CH2:1]([N:8]1[CH2:13][CH2:12][CH:11]([N:14]2[C:19](=[O:20])[C:18]([CH2:21][C:22]3[CH:27]=[CH:26][C:25]([C:28]4[C:29]([C:34]#[N:35])=[CH:30][CH:31]=[CH:32][CH:33]=4)=[CH:24][CH:23]=3)=[C:17]([CH2:36][CH2:37][CH3:38])[N:16]3[N:39]=[CH:40][N:41]=[C:15]23)[CH2:10][CH2:9]1)[C:2]1C=CC=CC=1.O1CCCC1, predict the reaction product. The product is: [CH2:1]([N:8]1[CH2:9][CH2:10][CH:11]([N:14]2[C:19](=[O:20])[C:18]([CH2:21][C:22]3[CH:27]=[CH:26][C:25]([C:28]4[C:29]([C:34]#[N:35])=[CH:30][CH:31]=[CH:32][CH:33]=4)=[CH:24][CH:23]=3)=[C:17]([CH2:36][CH2:37][CH3:38])[N:16]3[N:39]=[CH:40][N:41]=[C:15]23)[CH2:12][CH2:13]1)[CH3:2].